From a dataset of Full USPTO retrosynthesis dataset with 1.9M reactions from patents (1976-2016). Predict the reactants needed to synthesize the given product. Given the product [CH2:1]([N:8]1[CH2:13][CH2:12][N:11]([C:14]([O:16][C:17]([CH3:18])([CH3:19])[CH3:20])=[O:15])[CH2:10][C@H:9]1[CH2:21][O:22][CH2:24][C:25]1[CH:30]=[CH:29][C:28]([S:31][CH3:32])=[CH:27][CH:26]=1)[C:2]1[CH:7]=[CH:6][CH:5]=[CH:4][CH:3]=1, predict the reactants needed to synthesize it. The reactants are: [CH2:1]([N:8]1[CH2:13][CH2:12][N:11]([C:14]([O:16][C:17]([CH3:20])([CH3:19])[CH3:18])=[O:15])[CH2:10][C@H:9]1[CH2:21][OH:22])[C:2]1[CH:7]=[CH:6][CH:5]=[CH:4][CH:3]=1.Br[CH2:24][C:25]1[CH:30]=[CH:29][C:28]([S:31][CH3:32])=[CH:27][CH:26]=1.[H-].[Na+].